Dataset: Forward reaction prediction with 1.9M reactions from USPTO patents (1976-2016). Task: Predict the product of the given reaction. (1) Given the reactants [CH2:1]1[CH:6]2[CH2:7][C:8]3([NH2:11])[CH2:10][CH:4]([CH2:5]2)[CH2:3][CH:2]1[CH2:9]3.Cl[CH2:13][C:14]1[O:18][N:17]=[C:16]([C:19]2[CH:24]=[CH:23][CH:22]=[CH:21][CH:20]=2)[N:15]=1, predict the reaction product. The product is: [C:19]1([C:16]2[N:15]=[C:14]([CH2:13][NH:11][C:8]34[CH2:10][CH:4]5[CH2:5][CH:6]([CH2:1][CH:2]([CH2:3]5)[CH2:9]3)[CH2:7]4)[O:18][N:17]=2)[CH:20]=[CH:21][CH:22]=[CH:23][CH:24]=1. (2) Given the reactants Br[C:2]1[CH:10]=[CH:9][C:8]([O:11][CH3:12])=[CH:7][C:3]=1[C:4]([OH:6])=[O:5].C([Li])CCC.[F:18][C:19]([F:26])([F:25])[C:20](OCC)=[O:21].O, predict the reaction product. The product is: [CH3:12][O:11][C:8]1[CH:9]=[CH:10][C:2]([C:20](=[O:21])[C:19]([F:26])([F:25])[F:18])=[C:3]([CH:7]=1)[C:4]([OH:6])=[O:5]. (3) Given the reactants [CH3:1][C:2]1([CH3:9])[O:6][CH:5]([CH2:7][OH:8])[CH2:4][O:3]1.[Br:10][C:11]1[CH:12]=[CH:13][C:14]2[N:15]([CH2:25][CH2:26][CH2:27]Br)[C:16]3[C:21]([C:22]=2[CH:23]=1)=[CH:20][C:19]([Br:24])=[CH:18][CH:17]=3, predict the reaction product. The product is: [Br:24][C:19]1[CH:18]=[CH:17][C:16]2[N:15]([CH2:25][CH2:26][CH2:27][O:8][CH2:7][CH:5]3[CH2:4][O:3][C:2]([CH3:9])([CH3:1])[O:6]3)[C:14]3[C:22]([C:21]=2[CH:20]=1)=[CH:23][C:11]([Br:10])=[CH:12][CH:13]=3. (4) Given the reactants [Cl:1][C:2]1[C:3]([CH3:12])=[CH:4][C:5]([OH:11])=[C:6]([C:8](=[O:10])[CH3:9])[CH:7]=1.[Br:13]N1C(=O)CCC1=O, predict the reaction product. The product is: [Br:13][C:4]1[C:5]([OH:11])=[C:6]([C:8](=[O:10])[CH3:9])[CH:7]=[C:2]([Cl:1])[C:3]=1[CH3:12]. (5) Given the reactants C[Si]([Cl:5])(C)C.[CH3:6][O:7][C:8](=[O:55])[C@@H:9]([NH:33][C:34]([C:36]1[C:37]([CH3:54])=[N:38][C:39]([NH:43][CH2:44][CH2:45][CH2:46][C:47]2[CH:52]=[CH:51][CH:50]=[C:49]([OH:53])[CH:48]=2)=[N:40][C:41]=1[CH3:42])=[O:35])[CH2:10][NH:11][C:12](=[O:32])[C:13]1[CH:18]=[C:17]([OH:19])[CH:16]=[C:15]([O:20][CH2:21][CH2:22][CH2:23][NH:24]C(OC(C)(C)C)=O)[CH:14]=1, predict the reaction product. The product is: [ClH:5].[CH3:6][O:7][C:8](=[O:55])[C@@H:9]([NH:33][C:34]([C:36]1[C:37]([CH3:54])=[N:38][C:39]([NH:43][CH2:44][CH2:45][CH2:46][C:47]2[CH:52]=[CH:51][CH:50]=[C:49]([OH:53])[CH:48]=2)=[N:40][C:41]=1[CH3:42])=[O:35])[CH2:10][NH:11][C:12](=[O:32])[C:13]1[CH:18]=[C:17]([OH:19])[CH:16]=[C:15]([O:20][CH2:21][CH2:22][CH2:23][NH2:24])[CH:14]=1. (6) Given the reactants C(=O)(O)N.C([N:9]([C:13]1([C:17]2[CH:22]=[CH:21][C:20]([C:23]3[O:24][C:25]4[CH:37]=[C:36]([C:38](=[O:40])[NH2:39])[CH:35]=[CH:34][C:26]=4[C:27]=3[C:28]3[CH:33]=[CH:32][CH:31]=[CH:30][CH:29]=3)=[CH:19][CH:18]=2)[CH2:16][CH2:15][CH2:14]1)C(=O)O)(C)(C)C.C(O)(C(F)(F)F)=O, predict the reaction product. The product is: [NH2:9][C:13]1([C:17]2[CH:22]=[CH:21][C:20]([C:23]3[O:24][C:25]4[CH:37]=[C:36]([C:38]([NH2:39])=[O:40])[CH:35]=[CH:34][C:26]=4[C:27]=3[C:28]3[CH:33]=[CH:32][CH:31]=[CH:30][CH:29]=3)=[CH:19][CH:18]=2)[CH2:14][CH2:15][CH2:16]1.